From a dataset of Full USPTO retrosynthesis dataset with 1.9M reactions from patents (1976-2016). Predict the reactants needed to synthesize the given product. (1) The reactants are: Cl.[NH2:2][C:3]1[C:9]([OH:10])=[CH:8][CH:7]=[CH:6][C:4]=1[OH:5].C(O[C:14](OCC)(OCC)[CH2:15][CH3:16])C.O. Given the product [CH2:15]([C:16]1[O:5][C:4]2[CH:6]=[CH:7][CH:8]=[C:9]([OH:10])[C:3]=2[N:2]=1)[CH3:14], predict the reactants needed to synthesize it. (2) Given the product [CH2:3]([N:2]([CH3:1])[S:45]([C:41]1[CH:42]=[CH:43][CH:44]=[C:39]([C:35]2[CH:34]=[C:33]([C:19]3[N:18]=[C:17]([C:16]([F:15])([F:49])[F:50])[CH:22]=[C:21]([C:23]4[CH:28]=[CH:27][C:26]([C:29]([F:32])([F:30])[F:31])=[CH:25][CH:24]=4)[N:20]=3)[CH:38]=[CH:37][N:36]=2)[CH:40]=1)(=[O:46])=[O:47])[CH:4]([CH3:6])[CH3:5], predict the reactants needed to synthesize it. The reactants are: [CH3:1][NH:2][CH2:3][CH:4]([CH3:6])[CH3:5].C(N(CC)CC)C.Cl.[F:15][C:16]([F:50])([F:49])[C:17]1[CH:22]=[C:21]([C:23]2[CH:28]=[CH:27][C:26]([C:29]([F:32])([F:31])[F:30])=[CH:25][CH:24]=2)[N:20]=[C:19]([C:33]2[CH:38]=[CH:37][N:36]=[C:35]([C:39]3[CH:40]=[C:41]([S:45](Cl)(=[O:47])=[O:46])[CH:42]=[CH:43][CH:44]=3)[CH:34]=2)[N:18]=1. (3) Given the product [CH3:9][N:4]1[C:3](=[O:10])[C:2]([N:15]2[CH2:16][CH2:17][N:12]([C:18](=[O:19])[C:20]3[CH:25]=[CH:24][CH:23]=[CH:22][C:21]=3[C:26]([F:29])([F:27])[F:28])[CH2:13][CH2:14]2)=[N:7][NH:6][C:5]1=[O:8].[C:20]1([CH3:18])[CH:25]=[CH:24][CH:23]=[CH:22][CH:21]=1, predict the reactants needed to synthesize it. The reactants are: Br[C:2]1[C:3](=[O:10])[N:4]([CH3:9])[C:5](=[O:8])[NH:6][N:7]=1.Cl.[N:12]1([C:18]([C:20]2[CH:25]=[CH:24][CH:23]=[CH:22][C:21]=2[C:26]([F:29])([F:28])[F:27])=[O:19])[CH2:17][CH2:16][NH:15][CH2:14][CH2:13]1.